From a dataset of Forward reaction prediction with 1.9M reactions from USPTO patents (1976-2016). Predict the product of the given reaction. (1) Given the reactants C1C=C(Cl)C=C(C(OO)=[O:9])C=1.[CH2:12]([O:19][C:20]1[CH:21]=[CH:22][C:23]2[C:24]3[N:32]([CH2:33][C:34]([NH:37][C:38]([NH:40][CH:41]([CH3:43])[CH3:42])=[O:39])([CH3:36])[CH3:35])[C:31]([CH2:44][O:45][CH2:46][CH3:47])=[N:30][C:25]=3[CH:26]=[N:27][C:28]=2[CH:29]=1)[C:13]1[CH:18]=[CH:17][CH:16]=[CH:15][CH:14]=1, predict the reaction product. The product is: [CH2:12]([O:19][C:20]1[CH:21]=[CH:22][C:23]2[C:24]3[N:32]([CH2:33][C:34]([NH:37][C:38]([NH:40][CH:41]([CH3:43])[CH3:42])=[O:39])([CH3:35])[CH3:36])[C:31]([CH2:44][O:45][CH2:46][CH3:47])=[N:30][C:25]=3[CH:26]=[N+:27]([O-:9])[C:28]=2[CH:29]=1)[C:13]1[CH:14]=[CH:15][CH:16]=[CH:17][CH:18]=1. (2) Given the reactants Br[C:2]1[C:3]2[C:4]3[CH:17]=[CH:16][S:15][C:5]=3[C:6](=[O:14])[NH:7][C:8]=2[CH:9]=[CH:10][C:11]=1[O:12][CH3:13].[F:18][C:19]1[CH:40]=[C:39](B2OC(C)(C)C(C)(C)O2)[CH:38]=[CH:37][C:20]=1[CH2:21][N:22]1[CH2:27][CH2:26][CH:25]([CH2:28][NH:29][C:30](=[O:36])[O:31][C:32]([CH3:35])([CH3:34])[CH3:33])[CH2:24][CH2:23]1, predict the reaction product. The product is: [F:18][C:19]1[CH:40]=[C:39]([C:2]2[C:3]3[C:4]4[CH:17]=[CH:16][S:15][C:5]=4[C:6](=[O:14])[NH:7][C:8]=3[CH:9]=[CH:10][C:11]=2[O:12][CH3:13])[CH:38]=[CH:37][C:20]=1[CH2:21][N:22]1[CH2:23][CH2:24][CH:25]([CH2:28][NH:29][C:30](=[O:36])[O:31][C:32]([CH3:35])([CH3:33])[CH3:34])[CH2:26][CH2:27]1. (3) Given the reactants [CH3:1][C:2]1([CH3:25])[C:17]2[CH:16]=[C:15]3[C:7]([C:8]4[CH:9]=[C:10]5[C:20]([CH3:21])=[CH:19][C:18]([CH3:23])([CH3:22])[C:11]5=[CH:12][C:13]=4[CH2:14]3)=[CH:6][C:5]=2[C:4]([CH3:24])=[CH:3]1.C([Li])CCC.CCCCCC.[C:37]1([CH3:56])[CH:42]=[CH:41][C:40]([C:43]([C:49]2[CH:54]=[CH:53][C:52]([CH3:55])=[CH:51][CH:50]=2)=[C:44]2[CH:48]=[CH:47][CH:46]=[CH:45]2)=[CH:39][CH:38]=1.Cl, predict the reaction product. The product is: [CH3:1][C:2]1([CH3:25])[C:17]2[CH:16]=[C:15]3[C:7]([C:8]4[CH:9]=[C:10]5[C:20]([CH3:21])=[CH:19][C:18]([CH3:23])([CH3:22])[C:11]5=[CH:12][C:13]=4[CH2:14]3)=[CH:6][C:5]=2[C:4]([CH3:24])=[C:3]1[C:43]([CH:44]1[CH:45]=[CH:46][CH:47]=[CH:48]1)([C:40]1[CH:39]=[CH:38][C:37]([CH3:56])=[CH:42][CH:41]=1)[C:49]1[CH:50]=[CH:51][C:52]([CH3:55])=[CH:53][CH:54]=1. (4) Given the reactants [Cl:1][C:2]1[C:3]([CH3:22])=[C:4]([N:8]2[C:12](=[O:13])[CH2:11][N:10]([C:14](=[O:21])[CH2:15][NH:16][CH2:17][CH2:18][O:19][CH3:20])[CH2:9]2)[CH:5]=[CH:6][CH:7]=1.[Cl:23][C:24]1[CH:25]=[C:26]([CH:30]=[CH:31][CH:32]=1)[C:27](Cl)=[O:28].N1C=CC=CC=1, predict the reaction product. The product is: [Cl:23][C:24]1[CH:25]=[C:26]([CH:30]=[CH:31][CH:32]=1)[C:27]([N:16]([CH2:15][C:14]([N:10]1[CH2:11][C:12](=[O:13])[N:8]([C:4]2[CH:5]=[CH:6][CH:7]=[C:2]([Cl:1])[C:3]=2[CH3:22])[CH2:9]1)=[O:21])[CH2:17][CH2:18][O:19][CH3:20])=[O:28]. (5) Given the reactants C([O:8][C:9]1[C:18]([O:19][CH3:20])=[CH:17][CH:16]=[C:15]2[C:10]=1[CH2:11][CH2:12][NH:13][CH2:14]2)C1C=CC=CC=1, predict the reaction product. The product is: [OH:8][C:9]1[C:18]([O:19][CH3:20])=[CH:17][CH:16]=[C:15]2[C:10]=1[CH2:11][CH2:12][NH:13][CH2:14]2. (6) Given the reactants [CH2:1]([NH:5][C:6]1[N:14]=[C:13]2[C:9]([N:10]=[CH:11][NH:12]2)=[C:8]([NH2:15])[N:7]=1)[CH2:2][CH2:3][CH3:4].C([O-])([O-])=O.[K+].[K+].Br[CH2:23][C:24]1[CH:25]=[C:26]([CH:34]=[CH:35][CH:36]=1)[CH2:27][P:28]([CH3:33])(=[O:32])[O:29][CH2:30][CH3:31], predict the reaction product. The product is: [NH2:15][C:8]1[N:7]=[C:6]([NH:5][CH2:1][CH2:2][CH2:3][CH3:4])[N:14]=[C:13]2[C:9]=1[N:10]=[CH:11][N:12]2[CH2:23][C:24]1[CH:25]=[C:26]([CH2:27][P:28]([CH3:33])(=[O:32])[O:29][CH2:30][CH3:31])[CH:34]=[CH:35][CH:36]=1. (7) Given the reactants [CH2:1]([C:3]1[CH:4]=[C:5]([C:11]2[CH:16]=[CH:15][C:14]([C:17]3[CH:18]=[C:19]([CH2:22][CH2:23][C:24]([NH:26][CH2:27][C:28]4[CH:29]=[N:30][CH:31]=[CH:32][CH:33]=4)=[O:25])[NH:20][N:21]=3)=[CH:13][CH:12]=2)[CH:6]=[CH:7][C:8]=1[O:9]C)[CH3:2].C(=O)=O.CC(C)=O.B(Br)(Br)Br, predict the reaction product. The product is: [CH2:1]([C:3]1[CH:4]=[C:5]([C:11]2[CH:12]=[CH:13][C:14]([C:17]3[CH:18]=[C:19]([CH2:22][CH2:23][C:24]([NH:26][CH2:27][C:28]4[CH:29]=[N:30][CH:31]=[CH:32][CH:33]=4)=[O:25])[NH:20][N:21]=3)=[CH:15][CH:16]=2)[CH:6]=[CH:7][C:8]=1[OH:9])[CH3:2].